From a dataset of Peptide-MHC class I binding affinity with 185,985 pairs from IEDB/IMGT. Regression. Given a peptide amino acid sequence and an MHC pseudo amino acid sequence, predict their binding affinity value. This is MHC class I binding data. (1) The peptide sequence is MTMLTRWKI. The MHC is HLA-A03:19 with pseudo-sequence YFAMYQENVAQTDVDTLYIIFHYYTWAELAYTWY. The binding affinity (normalized) is 0.245. (2) The peptide sequence is KTGMLEMWK. The MHC is HLA-A11:01 with pseudo-sequence HLA-A11:01. The binding affinity (normalized) is 0.775. (3) The peptide sequence is FSSQLGLFY. The MHC is HLA-A29:02 with pseudo-sequence HLA-A29:02. The binding affinity (normalized) is 1.00. (4) The peptide sequence is GPASLPTAL. The MHC is HLA-A30:01 with pseudo-sequence HLA-A30:01. The binding affinity (normalized) is 0.0847. (5) The MHC is HLA-A24:02 with pseudo-sequence HLA-A24:02. The peptide sequence is HRPVVLTGG. The binding affinity (normalized) is 0.183. (6) The peptide sequence is HTTTGRTSL. The MHC is HLA-A29:02 with pseudo-sequence HLA-A29:02. The binding affinity (normalized) is 0.0847.